From a dataset of Full USPTO retrosynthesis dataset with 1.9M reactions from patents (1976-2016). Predict the reactants needed to synthesize the given product. (1) Given the product [CH:14]12[O:9][CH:15]1[CH2:16][CH2:17][N:12]([C:18]([O:20][CH2:21][C:22]1[CH:31]=[CH:30][C:29]3[C:24](=[CH:25][CH:26]=[CH:27][CH:28]=3)[CH:23]=1)=[O:19])[CH2:13]2, predict the reactants needed to synthesize it. The reactants are: C1C=C(Cl)C=C(C(OO)=[O:9])C=1.[N:12]1([C:18]([O:20][CH2:21][C:22]2[CH:31]=[CH:30][C:29]3[C:24](=[CH:25][CH:26]=[CH:27][CH:28]=3)[CH:23]=2)=[O:19])[CH2:17][CH2:16][CH:15]=[CH:14][CH2:13]1. (2) Given the product [CH:18]1([NH:21][C:14]([C@@H:15]2[C@H:11]([CH2:12][OH:13])[CH2:10][N:9]([C@H:7]([C:1]3[CH:6]=[CH:5][CH:4]=[CH:3][CH:2]=3)[CH3:8])[CH2:16]2)=[O:17])[CH2:20][CH2:19]1, predict the reactants needed to synthesize it. The reactants are: [C:1]1([C@H:7]([N:9]2[CH2:16][C@@H:15]3[C@@H:11]([CH2:12][O:13][C:14]3=[O:17])[CH2:10]2)[CH3:8])[CH:6]=[CH:5][CH:4]=[CH:3][CH:2]=1.[CH:18]1([NH2:21])[CH2:20][CH2:19]1.